Dataset: Forward reaction prediction with 1.9M reactions from USPTO patents (1976-2016). Task: Predict the product of the given reaction. (1) Given the reactants [CH3:1][N:2]1[C:10]2[C:5](=[CH:6][CH:7]=[CH:8][CH:9]=2)[CH:4]=[CH:3]1.[Cl-].[CH3:12][C:13]1[CH:22]=[CH:21][CH:20]=[CH:19][C:14]=1[CH:15]=[N+:16]([CH3:18])[CH3:17].CC1C=CC=CC=1C=O.CNC, predict the reaction product. The product is: [CH3:17][N:16]([CH3:18])[CH:15]([C:4]1[C:5]2[C:10](=[CH:9][CH:8]=[CH:7][CH:6]=2)[N:2]([CH3:1])[CH:3]=1)[C:14]1[CH:19]=[CH:20][CH:21]=[CH:22][C:13]=1[CH3:12]. (2) Given the reactants [Cl:1][C:2]1[CH:7]=[CH:6][C:5]([CH:8]([C:28]2[CH:33]=[CH:32][CH:31]=[CH:30][CH:29]=2)[N:9]2[CH2:12][CH:11]([CH2:13][O:14][C:15]3[C:23]([CH:24]4[CH2:26][CH2:25]4)=[CH:22][C:18]([C:19](O)=[O:20])=[C:17]([F:27])[CH:16]=3)[CH2:10]2)=[CH:4][CH:3]=1.[CH3:34][S:35]([NH2:38])(=[O:37])=[O:36].CCN=C=NCCCN(C)C, predict the reaction product. The product is: [Cl:1][C:2]1[CH:7]=[CH:6][C:5]([CH:8]([C:28]2[CH:33]=[CH:32][CH:31]=[CH:30][CH:29]=2)[N:9]2[CH2:12][CH:11]([CH2:13][O:14][C:15]3[C:23]([CH:24]4[CH2:26][CH2:25]4)=[CH:22][C:18]([C:19]([NH:38][S:35]([CH3:34])(=[O:37])=[O:36])=[O:20])=[C:17]([F:27])[CH:16]=3)[CH2:10]2)=[CH:4][CH:3]=1.